Task: Binary Classification. Given a miRNA mature sequence and a target amino acid sequence, predict their likelihood of interaction.. Dataset: Experimentally validated miRNA-target interactions with 360,000+ pairs, plus equal number of negative samples (1) Result: 0 (no interaction). The miRNA is hsa-miR-193a-5p with sequence UGGGUCUUUGCGGGCGAGAUGA. The protein sequence of the target gene is MTDDQDCAAELEKVDSSSEDGVDAKPDRSSIISSILLKKKRNASAGPVRTGRDRVPTYLYRMDFQKMGKCIIINNKNFDKATGMDVRNGTDKDAGALFKCFQNLGFEVTVHNDCSCAKMQDLLRKASEEDHSNSACFACVLLSHGEEDLIYGKDGVTPIKDLTAHFRGDRCKTLLEKPKLFFIQACRGTELDDGIQADSGPINDIDANPRNKIPVEADFLFAYSTVPGYYSWRNPGKGSWFVQALCSILNEHGKDLEIMQILTRVNDRVARHFESQSDDPRFNEKKQIPCMVSMLTKELY.... (2) The miRNA is mmu-miR-3106-5p with sequence UGGCUCAUUUAGAAGCAGCCA. The protein sequence of the target gene is MLASRALSLIGKRAISTSVCLRAHGSVVKSEDYAFPTYADRRDYPLPDVAHVTMLSASQKALKEKEKADWSSLSRDEKVQLYRIQFNESFAEMNRGTNEWKTVVGMAMFFIGFTALVLIWEKSYVYGPIPHTFDRDWVAMQTKRMLDMKANPIQGFSAKWDYDKNEWKK. Result: 0 (no interaction).